From a dataset of Full USPTO retrosynthesis dataset with 1.9M reactions from patents (1976-2016). Predict the reactants needed to synthesize the given product. (1) The reactants are: [CH2:1]([N:3]([CH2:16][CH3:17])[C:4]([C:6]1[CH:11]=[CH:10][C:9]([F:12])=[CH:8][C:7]=1B(O)O)=[O:5])[CH3:2].Br[C:19]1[C:20]([O:26][CH3:27])=[N:21][CH:22]=[N:23][C:24]=1[CH3:25].C(=O)([O-])[O-].[Na+].[Na+].C1(C)C=CC=CC=1. Given the product [CH2:1]([N:3]([CH2:16][CH3:17])[C:4](=[O:5])[C:6]1[CH:11]=[CH:10][C:9]([F:12])=[CH:8][C:7]=1[C:19]1[C:20]([O:26][CH3:27])=[N:21][CH:22]=[N:23][C:24]=1[CH3:25])[CH3:2], predict the reactants needed to synthesize it. (2) Given the product [C:35]([NH:38][C:16]([C:12]1[CH:13]=[C:14]2[C:9](=[CH:10][CH:11]=1)[N:8]=[C:7]([C:19]1[CH:24]=[CH:23][C:22]([F:25])=[CH:21][CH:20]=1)[C:6]([N:5]([C@@H:1]([CH2:3][CH3:4])[CH3:2])[CH3:26])=[N:15]2)=[O:17])([CH3:37])([CH3:36])[CH3:34], predict the reactants needed to synthesize it. The reactants are: [C@H:1]([N:5]([CH3:26])[C:6]1[C:7]([C:19]2[CH:24]=[CH:23][C:22]([F:25])=[CH:21][CH:20]=2)=[N:8][C:9]2[C:14]([N:15]=1)=[CH:13][C:12]([C:16](O)=[O:17])=[CH:11][CH:10]=2)([CH2:3][CH3:4])[CH3:2].C(N(CC)CC)C.[CH3:34][C:35]([NH2:38])([CH3:37])[CH3:36].C(P1(=O)OP(CCC)(=O)OP(CCC)(=O)O1)CC.